This data is from Peptide-MHC class I binding affinity with 185,985 pairs from IEDB/IMGT. The task is: Regression. Given a peptide amino acid sequence and an MHC pseudo amino acid sequence, predict their binding affinity value. This is MHC class I binding data. (1) The peptide sequence is GMSLLEYGV. The MHC is HLA-A02:16 with pseudo-sequence HLA-A02:16. The binding affinity (normalized) is 1.00. (2) The peptide sequence is APILVVSGI. The binding affinity (normalized) is 0.0847. The MHC is HLA-A26:01 with pseudo-sequence HLA-A26:01. (3) The peptide sequence is SPYAAGYDL. The MHC is H-2-Dd with pseudo-sequence H-2-Dd. The binding affinity (normalized) is 0.0406. (4) The MHC is HLA-A02:01 with pseudo-sequence HLA-A02:01. The peptide sequence is SVLTILYYGA. The binding affinity (normalized) is 0.445. (5) The peptide sequence is YLKKGRLSL. The MHC is HLA-A11:01 with pseudo-sequence HLA-A11:01. The binding affinity (normalized) is 0.0847. (6) The peptide sequence is ELVNQIIEQL. The MHC is HLA-B58:01 with pseudo-sequence HLA-B58:01. The binding affinity (normalized) is 0.302. (7) The peptide sequence is DLIAMENLK. The MHC is HLA-A31:01 with pseudo-sequence HLA-A31:01. The binding affinity (normalized) is 0.0870.